This data is from Reaction yield outcomes from USPTO patents with 853,638 reactions. The task is: Predict the reaction yield, written as a fraction of the theoretical maximum amount of product (1.0 means a 100% yield; for example, 0.34 means a 34% yield). (1) The reactants are [CH2:1]([O:8][C@@H:9]1[C@@H:14]([O:15][CH2:16][C:17]2[CH:22]=[CH:21][CH:20]=[CH:19][CH:18]=2)[C@@H:13]([O:23][CH2:24][C:25]2[CH:30]=[CH:29][CH:28]=[CH:27][CH:26]=2)[C@@H:12]([CH2:31][O:32][CH2:33][C:34]2[CH:39]=[CH:38][CH:37]=[CH:36][CH:35]=2)[O:11][C@@:10]21[C:51]1[S:50][C:49]3[C:44](=[CH:45][CH:46]=[CH:47][C:48]=3[CH2:52]Cl)[C:43]=1[CH2:42][CH2:41][O:40]2)[C:2]1[CH:7]=[CH:6][CH:5]=[CH:4][CH:3]=1.[CH2:54]([C:56]1[CH:61]=[CH:60][C:59](B(O)O)=[CH:58][CH:57]=1)[CH3:55].P([O-])([O-])([O-])=O.[K+].[K+].[K+].C1(P(C2C=CC=CC=2)C2C=CC=CC=2)C=CC=CC=1.C1(C)C=CC=CC=1. The catalyst is C([O-])(=O)C.[Pd+2].C([O-])(=O)C. The product is [CH2:1]([O:8][C@@H:9]1[C@@H:14]([O:15][CH2:16][C:17]2[CH:22]=[CH:21][CH:20]=[CH:19][CH:18]=2)[C@@H:13]([O:23][CH2:24][C:25]2[CH:30]=[CH:29][CH:28]=[CH:27][CH:26]=2)[C@@H:12]([CH2:31][O:32][CH2:33][C:34]2[CH:39]=[CH:38][CH:37]=[CH:36][CH:35]=2)[O:11][C@@:10]21[C:51]1[S:50][C:49]3[C:44](=[CH:45][CH:46]=[CH:47][C:48]=3[CH2:52][C:59]3[CH:60]=[CH:61][C:56]([CH2:54][CH3:55])=[CH:57][CH:58]=3)[C:43]=1[CH2:42][CH2:41][O:40]2)[C:2]1[CH:7]=[CH:6][CH:5]=[CH:4][CH:3]=1. The yield is 0.560. (2) The reactants are C([Sn](CCCC)(CCCC)[C:6]([O:8]CC)=[CH2:7])CCC.Cl[C:20]1[N:25]=[C:24]2[CH:26]=[CH:27][N:28](C(OC(C)(C)C)=O)[C:23]2=[CH:22][CH:21]=1. The catalyst is CN(C=O)C.CCOC(C)=O.C1C=CC([P]([Pd]([P](C2C=CC=CC=2)(C2C=CC=CC=2)C2C=CC=CC=2)([P](C2C=CC=CC=2)(C2C=CC=CC=2)C2C=CC=CC=2)[P](C2C=CC=CC=2)(C2C=CC=CC=2)C2C=CC=CC=2)(C2C=CC=CC=2)C2C=CC=CC=2)=CC=1. The product is [NH:28]1[C:23]2[C:24](=[N:25][C:20]([C:6](=[O:8])[CH3:7])=[CH:21][CH:22]=2)[CH:26]=[CH:27]1. The yield is 0.641.